This data is from Peptide-MHC class II binding affinity with 134,281 pairs from IEDB. The task is: Regression. Given a peptide amino acid sequence and an MHC pseudo amino acid sequence, predict their binding affinity value. This is MHC class II binding data. (1) The binding affinity (normalized) is 0.560. The peptide sequence is INEPTAASIAYGLDR. The MHC is HLA-DQA10401-DQB10402 with pseudo-sequence HLA-DQA10401-DQB10402. (2) The peptide sequence is AFKVAATAANAAPSN. The MHC is DRB1_0802 with pseudo-sequence DRB1_0802. The binding affinity (normalized) is 0.770. (3) The peptide sequence is VQDLELSWNLNGLQAY. The MHC is DRB1_1302 with pseudo-sequence DRB1_1302. The binding affinity (normalized) is 0.547. (4) The peptide sequence is GYITTNVLREILKEL. The MHC is DRB1_0901 with pseudo-sequence DRB1_0901. The binding affinity (normalized) is 0.429. (5) The MHC is DRB1_0101 with pseudo-sequence DRB1_0101. The binding affinity (normalized) is 0.189. The peptide sequence is LNDVVQALTDLGLLY. (6) The peptide sequence is EKKYFAATQFEFLAA. The MHC is HLA-DPA10201-DPB10501 with pseudo-sequence HLA-DPA10201-DPB10501. The binding affinity (normalized) is 0.978. (7) The peptide sequence is FLGCLVKEIPPRLLY. The MHC is HLA-DQA10102-DQB10602 with pseudo-sequence HLA-DQA10102-DQB10602. The binding affinity (normalized) is 0.252.